From a dataset of CYP3A4 inhibition data for predicting drug metabolism from PubChem BioAssay. Regression/Classification. Given a drug SMILES string, predict its absorption, distribution, metabolism, or excretion properties. Task type varies by dataset: regression for continuous measurements (e.g., permeability, clearance, half-life) or binary classification for categorical outcomes (e.g., BBB penetration, CYP inhibition). Dataset: cyp3a4_veith. The compound is OC[C@@H]1O[C@H](O)[C@@H](Cl)[C@H](O)[C@@H]1O. The result is 0 (non-inhibitor).